From a dataset of Experimentally validated miRNA-target interactions with 360,000+ pairs, plus equal number of negative samples. Binary Classification. Given a miRNA mature sequence and a target amino acid sequence, predict their likelihood of interaction. (1) The miRNA is hsa-miR-7852-3p with sequence UAUGUAGUAGUCAAAGGCAUUU. The protein sequence of the target gene is MPKPINVRVTTMDAELEFAIQPNTTGKQLFDQVVKTVGLREVWFFGLQYVDSKGYSTWLKLNKKVTQQDVKKENPLQFKFRAKFFPEDVSEELIQEITQRLFFLQVKEAILNDEIYCPPETAVLLASYAVQAKYGDYNKEIHKPGYLANDRLLPQRVLEQHKLTKEQWEERIQNWHEEHRGMLREDSMMEYLKIAQDLEMYGVNYFEIKNKKGTELWLGVDALGLNIYEHDDKLTPKIGFPWSEIRNISFNDKKFVIKPIDKKAPDFVFYAPRLRINKRILALCMGNHELYMRRRKPDTI.... Result: 1 (interaction). (2) The protein sequence of the target gene is MSSGGRFNFDDGGSYCGGWEDGKAHGHGVCTGPKGQGEYTGSWSHGFEVLGVYTWPSGNTYQGTWAQGKRHGIGLESKGKWVYKGEWTHGFKGRYGVRECAGNGAKYEGTWSNGLQDGYGTETYSDGGTYQGQWVGGMRQGYGVRQSVPYGMAAVIRSPLRTSINSLRSEHTNGTALHPDASPAVAGSPAVSRGGFVLVAHSDSEILKSKKKGLFRRSLLSGLKLRKSESKSSLASQRSKQSSFRSEAGMSTVSSTASDIHSTISLGEAEAELAVIEDDIDATTTETYVGEWKNDKRSGF.... The miRNA is hsa-miR-3614-5p with sequence CCACUUGGAUCUGAAGGCUGCCC. Result: 0 (no interaction). (3) The miRNA is hsa-miR-3189-3p with sequence CCCUUGGGUCUGAUGGGGUAG. The protein sequence of the target gene is MALYELFSHPVERSYRAGLCSKAALFLLLAAALTYIPPLLVAFRSHGFWLKRSSYEEQPTVRFQHQVLLVALLGPESDGFLAWSTFPAFNRLQGDRLRVPLVSTREEDRNQDGKTDMLHFKLELPLQSTEHVLGVQLILTFSYRLHRMATLVMQSMAFLQSSFPVPGSQLYVNGDLRLQQKQPLSCGGLDARYNISVINGTSPFAYDYDLTHIVAAYQERNVTTVLNDPNPIWLVGRAADAPFVINAIIRYPVEVISYQPGFWEMVKFAWVQYVSILLIFLWVFERIKIFVFQNQVVTTI.... Result: 0 (no interaction).